From a dataset of Full USPTO retrosynthesis dataset with 1.9M reactions from patents (1976-2016). Predict the reactants needed to synthesize the given product. Given the product [C:36]([O:12][C:8]1[CH:7]=[CH:6][C:5]([CH:1]([CH2:3][CH3:4])[CH3:2])=[CH:23][C:9]=1[C:10]1([O:22][C:24](=[O:27])[CH3:25])[C:11](=[O:21])[C:13]2[C:18](=[CH:17][CH:16]=[CH:15][CH:14]=2)[C:19]1=[O:20])(=[O:37])[CH3:35], predict the reactants needed to synthesize it. The reactants are: [CH:1]([C:5]1[CH:6]=[CH:7][C:8]2[O:12][C:11]3([OH:21])[C:13]4[C:18]([C:19](=[O:20])[C:10]3([OH:22])[C:9]=2[CH:23]=1)=[CH:17][CH:16]=[CH:15][CH:14]=4)([CH2:3][CH3:4])[CH3:2].[C:24]([OH:27])(=O)[CH3:25].N1C=CC=CC=1.C1C[O:37][CH2:36][CH2:35]1.